Task: Predict the reactants needed to synthesize the given product.. Dataset: Full USPTO retrosynthesis dataset with 1.9M reactions from patents (1976-2016) (1) Given the product [CH3:1][O:2][C:3]1[C:4]([NH:27][C:28]2[CH:29]=[N:30][NH:31][CH:32]=2)=[N:5][C:6]([C:9]2[C:17]3[C:12](=[CH:13][CH:14]=[CH:15][CH:16]=3)[N:11]([CH2:18][C:19]3[CH:20]=[CH:21][C:22]([O:25][CH3:26])=[CH:23][CH:24]=3)[N:10]=2)=[N:7][CH:8]=1, predict the reactants needed to synthesize it. The reactants are: [CH3:1][O:2][C:3]1[C:4]([NH:27][C:28]2[CH:29]=[N:30][N:31](C(OC(C)(C)C)=O)[CH:32]=2)=[N:5][C:6]([C:9]2[C:17]3[C:12](=[CH:13][CH:14]=[CH:15][CH:16]=3)[N:11]([CH2:18][C:19]3[CH:24]=[CH:23][C:22]([O:25][CH3:26])=[CH:21][CH:20]=3)[N:10]=2)=[N:7][CH:8]=1.FC(F)(F)C(O)=O.C(=O)([O-])[O-].[Na+].[Na+]. (2) Given the product [CH3:38][N:39]([CH2:40][C@H:41]([OH:50])[C@@H:42]([OH:49])[C@H:43]([OH:48])[C@H:44]([OH:47])[CH2:45][OH:46])[C:32]([N:12]1[C@@:13]([C:25]2[CH:30]=[CH:29][C:28]([Cl:31])=[CH:27][CH:26]=2)([CH3:24])[C@@:14]([C:17]2[CH:22]=[CH:21][C:20]([Cl:23])=[CH:19][CH:18]=2)([CH3:16])[N:15]=[C:11]1[C:8]1[CH:9]=[N:10][C:5]([C:1]([CH3:4])([CH3:3])[CH3:2])=[CH:6][C:7]=1[O:35][CH2:36][CH3:37])=[O:33], predict the reactants needed to synthesize it. The reactants are: [C:1]([C:5]1[N:10]=[CH:9][C:8]([C:11]2[N:12]([C:32](Cl)=[O:33])[C@@:13]([C:25]3[CH:30]=[CH:29][C:28]([Cl:31])=[CH:27][CH:26]=3)([CH3:24])[C@@:14]([C:17]3[CH:22]=[CH:21][C:20]([Cl:23])=[CH:19][CH:18]=3)([CH3:16])[N:15]=2)=[C:7]([O:35][CH2:36][CH3:37])[CH:6]=1)([CH3:4])([CH3:3])[CH3:2].[CH3:38][NH:39][CH2:40][C@H:41]([OH:50])[C@@H:42]([OH:49])[C@H:43]([OH:48])[C@H:44]([OH:47])[CH2:45][OH:46].